Dataset: Catalyst prediction with 721,799 reactions and 888 catalyst types from USPTO. Task: Predict which catalyst facilitates the given reaction. (1) Reactant: [Cl:1][CH2:2][CH2:3][N:4]=[C:5]=[O:6].[N:7]1[CH:12]=[CH:11][CH:10]=[C:9]([NH2:13])[CH:8]=1.C(OCC)(=O)C. Product: [Cl:1][CH2:2][CH2:3][NH:4][C:5]([NH:13][C:9]1[CH:8]=[N:7][CH:12]=[CH:11][CH:10]=1)=[O:6]. The catalyst class is: 11. (2) Reactant: [C:1]([O:5][C:6]([NH:8][C@@H:9]([CH2:13][O:14][C:15]1[CH:20]=[CH:19][CH:18]=[CH:17][C:16]=1[N+:21]([O-])=O)[C:10]([OH:12])=[O:11])=[O:7])([CH3:4])([CH3:3])[CH3:2]. Product: [NH2:21][C:16]1[CH:17]=[CH:18][CH:19]=[CH:20][C:15]=1[O:14][CH2:13][C@H:9]([NH:8][C:6]([O:5][C:1]([CH3:2])([CH3:3])[CH3:4])=[O:7])[C:10]([OH:12])=[O:11]. The catalyst class is: 687. (3) Reactant: [Cl:1][C:2]1[C:7]([Cl:8])=[CH:6][CH:5]=[CH:4][C:3]=1B(O)O.Br[C:13]1[CH:14]=[C:15]([S:19]([NH:22][C:23]2[CH:28]=[CH:27][CH:26]=[CH:25][C:24]=2[S:29]([NH2:32])(=[O:31])=[O:30])(=[O:21])=[O:20])[CH:16]=[CH:17][CH:18]=1.C([O-])([O-])=O.[Na+].[Na+]. Product: [Cl:1][C:2]1[C:7]([Cl:8])=[CH:6][CH:5]=[CH:4][C:3]=1[C:13]1[CH:14]=[C:15]([S:19]([NH:22][C:23]2[CH:28]=[CH:27][CH:26]=[CH:25][C:24]=2[S:29]([NH2:32])(=[O:30])=[O:31])(=[O:21])=[O:20])[CH:16]=[CH:17][CH:18]=1. The catalyst class is: 128. (4) Product: [NH2:14][C:11]1[CH:12]=[CH:13][C:8]([N:6]2[CH2:5][CH2:4][N:3]([C:17]([O:19][C:20]([CH3:23])([CH3:22])[CH3:21])=[O:18])[C@H:2]([CH3:1])[CH2:7]2)=[CH:9][CH:10]=1. The catalyst class is: 19. Reactant: [CH3:1][C@@H:2]1[CH2:7][N:6]([C:8]2[CH:13]=[CH:12][C:11]([N+:14]([O-])=O)=[CH:10][CH:9]=2)[CH2:5][CH2:4][N:3]1[C:17]([O:19][C:20]([CH3:23])([CH3:22])[CH3:21])=[O:18]. (5) Reactant: C[O:2][C:3]([C:5]1[CH:23]=[CH:22][C:8]([C:9]([NH:11][C:12]2[CH:13]=[C:14]3[C:18](=[CH:19][CH:20]=2)[NH:17][C:16](=[O:21])[CH2:15]3)=[O:10])=[CH:7][CH:6]=1)=[O:4].[OH-].[Na+]. Product: [C:3]([C:5]1[CH:6]=[CH:7][C:8]([C:9]([NH:11][C:12]2[CH:13]=[C:14]3[C:18](=[CH:19][CH:20]=2)[NH:17][C:16](=[O:21])[CH2:15]3)=[O:10])=[CH:22][CH:23]=1)([OH:4])=[O:2]. The catalyst class is: 5. (6) Reactant: F[C:2]1[C:10]([F:11])=[C:9]([CH3:12])[CH:8]=[CH:7][C:3]=1[C:4]([OH:6])=[O:5].[OH-].[Na+].CS(C)=[O:17].Cl. Product: [F:11][C:10]1[C:2]([OH:17])=[C:3]([CH:7]=[CH:8][C:9]=1[CH3:12])[C:4]([OH:6])=[O:5]. The catalyst class is: 69. (7) Reactant: [CH3:1][C:2]1[CH:3]=[N:4][C:5]([C:8]2[CH:9]=[C:10]([CH:15]=[CH:16][CH:17]=2)[C:11](OC)=[O:12])=[N:6][CH:7]=1.[H-].[Al+3].[Li+].[H-].[H-].[H-].C1COCC1.O.C([O-])([O-])=O.[Na+].[Na+]. Product: [CH3:1][C:2]1[CH:7]=[N:6][C:5]([C:8]2[CH:9]=[C:10]([CH2:11][OH:12])[CH:15]=[CH:16][CH:17]=2)=[N:4][CH:3]=1. The catalyst class is: 20. (8) Reactant: [CH:1]([C:3]1[CH:4]=[C:5]([CH2:12][CH2:13][C:14]([OH:16])=[O:15])[CH:6]=[C:7]([CH:10]=O)[C:8]=1[OH:9])=O.[NH2:17][C:18]1[CH:23]=[CH:22][CH:21]=[CH:20][C:19]=1[OH:24]. Product: [OH:9][C:8]1[C:3]([CH:1]=[N:17][C:18]2[CH:23]=[CH:22][CH:21]=[CH:20][C:19]=2[OH:24])=[CH:4][C:5]([CH2:12][CH2:13][C:14]([OH:16])=[O:15])=[CH:6][C:7]=1[CH:10]=[N:17][C:18]1[CH:23]=[CH:22][CH:21]=[CH:20][C:19]=1[OH:24]. The catalyst class is: 8. (9) Reactant: Cl[C:2]1[N:3]=[C:4]2[CH:24]=[C:23]([Cl:25])[CH:22]=[N:21][C:5]2=[N:6][C:7]=1[N:8]1[CH2:11][CH:10]([N:12]([CH3:20])[C:13](=[O:19])[O:14][C:15]([CH3:18])([CH3:17])[CH3:16])[CH2:9]1.O.[NH2:27][NH2:28].CCOCC. Product: [Cl:25][C:23]1[CH:22]=[N:21][C:5]2=[N:6][C:7]([N:8]3[CH2:11][CH:10]([N:12]([CH3:20])[C:13](=[O:19])[O:14][C:15]([CH3:18])([CH3:17])[CH3:16])[CH2:9]3)=[C:2]([NH:27][NH2:28])[N:3]=[C:4]2[CH:24]=1. The catalyst class is: 14.